From a dataset of CYP2D6 inhibition data for predicting drug metabolism from PubChem BioAssay. Regression/Classification. Given a drug SMILES string, predict its absorption, distribution, metabolism, or excretion properties. Task type varies by dataset: regression for continuous measurements (e.g., permeability, clearance, half-life) or binary classification for categorical outcomes (e.g., BBB penetration, CYP inhibition). Dataset: cyp2d6_veith. The result is 1 (inhibitor). The molecule is Cl.c1ccc(-c2nc(NCCCn3ccnc3)c3oc4ccccc4c3n2)cc1.